Dataset: Peptide-MHC class I binding affinity with 185,985 pairs from IEDB/IMGT. Task: Regression. Given a peptide amino acid sequence and an MHC pseudo amino acid sequence, predict their binding affinity value. This is MHC class I binding data. (1) The peptide sequence is YHQRFVQAL. The MHC is HLA-A01:01 with pseudo-sequence HLA-A01:01. The binding affinity (normalized) is 0.0847. (2) The peptide sequence is PEDPVEIALY. The MHC is HLA-A01:01 with pseudo-sequence HLA-A01:01. The binding affinity (normalized) is 0.0343.